The task is: Regression/Classification. Given a drug SMILES string, predict its toxicity properties. Task type varies by dataset: regression for continuous values (e.g., LD50, hERG inhibition percentage) or binary classification for toxic/non-toxic outcomes (e.g., AMES mutagenicity, cardiotoxicity, hepatotoxicity). Dataset: ld50_zhu.. This data is from Acute oral toxicity (LD50) regression data from Zhu et al.. (1) The drug is CC(=O)CNC(C)(C)Cc1ccc(Cl)cc1. The rat oral LD50 is 2.98, given as -log10 of the dose in mol/kg body weight (higher means more acutely toxic). (2) The molecule is O=S(=O)(O)c1ccc2ccccc2c1. The rat oral LD50 is 2.72, given as -log10 of the dose in mol/kg body weight (higher means more acutely toxic). (3) The drug is CS(=O)(=O)c1ccc(Cl)cc1. The rat oral LD50 is 2.68, given as -log10 of the dose in mol/kg body weight (higher means more acutely toxic). (4) The molecule is COc1ccc(CC(=S)N(C)C)cc1. The rat oral LD50 is 3.98, given as -log10 of the dose in mol/kg body weight (higher means more acutely toxic). (5) The compound is CCC(C)Cn1c(=O)n(C)c(=O)c2[nH]c(C)nc21. The rat oral LD50 is 3.45, given as -log10 of the dose in mol/kg body weight (higher means more acutely toxic). (6) The molecule is CN(C)CCCN1c2ccccc2C(C)(C)c2ccccc21. The rat oral LD50 is 2.20, given as -log10 of the dose in mol/kg body weight (higher means more acutely toxic). (7) The molecule is CCCOC(=O)C1=C(C)NC(C)=C(C(=O)OCCC)C1C1=COCCO1. The rat oral LD50 is 2.26, given as -log10 of the dose in mol/kg body weight (higher means more acutely toxic). (8) The compound is C[N+]([O-])=NCOC1OC(CO)C(O)C(O)C1O. The rat oral LD50 is 2.97, given as -log10 of the dose in mol/kg body weight (higher means more acutely toxic). (9) The compound is NS(=O)(=O)c1cc(-c2nnn[nH]2)c(NCc2cccs2)cc1Cl. The rat oral LD50 is 2.16, given as -log10 of the dose in mol/kg body weight (higher means more acutely toxic).